This data is from Forward reaction prediction with 1.9M reactions from USPTO patents (1976-2016). The task is: Predict the product of the given reaction. (1) Given the reactants ClC(Cl)(Cl)CO[C:5](=[O:30])[NH:6][C:7]1[N:11]([C:12]2[CH:13]=[N:14][N:15]([CH2:17][CH2:18][O:19][CH:20]3[CH2:25][CH2:24][CH2:23][CH2:22][O:21]3)[CH:16]=2)[N:10]=[C:9]([C:26]([CH3:29])([CH3:28])[CH3:27])[CH:8]=1.C(C1C=C(NC([NH:53][C@@H:54]2[C:63]3[C:58](=[CH:59][CH:60]=[CH:61][CH:62]=3)[C@H:57]([O:64][C:65]3[CH:66]=[CH:67][C:68]4[N:69]([C:71]([N:74]5[CH2:79][CH2:78][CH2:77][CH2:76][CH2:75]5)=[N:72][N:73]=4)[CH:70]=3)[CH2:56][CH2:55]2)=O)N(C2C=CC(CO)=CC=2)N=1)(C)(C)C, predict the reaction product. The product is: [C:26]([C:9]1[CH:8]=[C:7]([NH:6][C:5]([NH:53][C@@H:54]2[C:63]3[C:58](=[CH:59][CH:60]=[CH:61][CH:62]=3)[C@H:57]([O:64][C:65]3[CH:66]=[CH:67][C:68]4[N:69]([C:71]([N:74]5[CH2:75][CH2:76][CH2:77][CH2:78][CH2:79]5)=[N:72][N:73]=4)[CH:70]=3)[CH2:56][CH2:55]2)=[O:30])[N:11]([C:12]2[CH:13]=[N:14][N:15]([CH2:17][CH2:18][O:19][CH:20]3[CH2:25][CH2:24][CH2:23][CH2:22][O:21]3)[CH:16]=2)[N:10]=1)([CH3:27])([CH3:29])[CH3:28]. (2) The product is: [F:1][C:2]1[C:3]([N:8]2[CH2:17][CH2:16][C:11](=[O:18])[CH2:10][CH2:9]2)=[N:4][CH:5]=[CH:6][CH:7]=1. Given the reactants [F:1][C:2]1[C:3]([N:8]2[CH2:17][CH2:16][C:11]3(COOC3)[CH2:10][CH2:9]2)=[N:4][CH:5]=[CH:6][CH:7]=1.[OH2:18], predict the reaction product. (3) Given the reactants N1CCCCC1.C([N:14]1[CH2:18][CH2:17][C:16]2([CH2:22][C:21]3[CH:23]=[C:24]([Cl:27])[CH:25]=[CH:26][C:20]=3[O:19]2)[CH2:15]1)C1C=CC=CC=1.ClC(OCC)=O.[OH-].[K+], predict the reaction product. The product is: [Cl:27][C:24]1[CH:25]=[CH:26][C:20]2[O:19][C:16]3([CH2:17][CH2:18][NH:14][CH2:15]3)[CH2:22][C:21]=2[CH:23]=1. (4) Given the reactants [CH:1]([N:4]1[CH:8]=[CH:7][C:6]([C:9](OCC)=[O:10])=[N:5]1)([CH3:3])[CH3:2].[Al].[Li].[C@H](O)(C([O-])=O)[C@@H](O)C([O-])=O.[Na+].[K+], predict the reaction product. The product is: [CH:1]([N:4]1[CH:8]=[CH:7][C:6]([CH2:9][OH:10])=[N:5]1)([CH3:3])[CH3:2]. (5) Given the reactants [CH2:1]([C:3]1[CH:8]=[C:7]([C:9]2[N:13]=[C:12]([C:14]3[CH:19]=[C:18]([CH3:20])[CH:17]=[C:16]([CH2:21][N:22]([CH2:24][CH3:25])[CH3:23])[CH:15]=3)[O:11][N:10]=2)[CH:6]=[C:5]([CH3:26])[C:4]=1[OH:27])[CH3:2].[CH2:28]([C@@H:30]1[O:32][CH2:31]1)Cl, predict the reaction product. The product is: [CH2:24]([N:22]([CH2:21][C:16]1[CH:17]=[C:18]([CH3:20])[CH:19]=[C:14]([C:12]2[O:11][N:10]=[C:9]([C:7]3[CH:6]=[C:5]([CH3:26])[C:4]([O:27][CH2:28][C@@H:30]4[CH2:31][O:32]4)=[C:3]([CH2:1][CH3:2])[CH:8]=3)[N:13]=2)[CH:15]=1)[CH3:23])[CH3:25]. (6) Given the reactants C[N:2]1[CH2:19][CH2:18][C:7]2[CH:8]=[CH:9][CH:10]=[C:11]3[C:12]4[CH2:13][CH2:14][CH2:15][CH2:16][C:17]=4[N:5]([C:6]=23)[CH2:4][CH2:3]1.ClC(OC(Cl)C)=O, predict the reaction product. The product is: [CH2:4]1[N:5]2[C:6]3[C:11]([C:12]4[CH2:13][CH2:14][CH2:15][CH2:16][C:17]=42)=[CH:10][CH:9]=[CH:8][C:7]=3[CH2:18][CH2:19][NH:2][CH2:3]1. (7) The product is: [Cl:1][C:2]1[CH:7]=[CH:6][C:5]([C:8]2[CH2:12][C:11]([C:16]3[CH:29]=[CH:28][C:19]([NH2:20])=[C:18]([CH3:30])[CH:17]=3)([CH:13]3[CH2:15][CH2:14]3)[O:10][N:9]=2)=[CH:4][CH:3]=1. Given the reactants [Cl:1][C:2]1[CH:7]=[CH:6][C:5]([C:8]2[CH2:12][C:11]([C:16]3[CH:29]=[CH:28][C:19]([NH:20]C(=O)OC(C)(C)C)=[C:18]([CH3:30])[CH:17]=3)([CH:13]3[CH2:15][CH2:14]3)[O:10][N:9]=2)=[CH:4][CH:3]=1.FC(F)(F)C(O)=O, predict the reaction product.